Task: Predict the product of the given reaction.. Dataset: Forward reaction prediction with 1.9M reactions from USPTO patents (1976-2016) (1) Given the reactants [CH3:1][O:2][C:3](=[O:19])[CH2:4][CH2:5][CH:6]1[CH2:11][CH2:10][N:9](C(OC(C)(C)C)=O)[CH2:8][CH2:7]1.[ClH:20].O1CCOCC1, predict the reaction product. The product is: [ClH:20].[NH:9]1[CH2:10][CH2:11][CH:6]([CH2:5][CH2:4][C:3]([O:2][CH3:1])=[O:19])[CH2:7][CH2:8]1. (2) Given the reactants [CH3:1][O:2][C:3]([N:5]1[C@@H:13]2[C@@H:8]([C@@:9]([OH:23])([C:14]#[C:15][C:16]3[CH:17]=[C:18]([CH3:22])[CH:19]=[CH:20][CH:21]=3)[CH2:10][CH2:11][CH2:12]2)[CH2:7][CH2:6]1)=[O:4].[CH3:24][C:25]1[CH:33]=[C:32]([CH3:34])[CH:31]=[C:30]([CH3:35])[C:26]=1[C:27](O)=[O:28], predict the reaction product. The product is: [C:18]1([CH3:22])[CH:19]=[CH:20][CH:21]=[C:16]([C:15]#[C:14][C@:9]2([O:23][C:27](=[O:28])[C:26]3[C:30]([CH3:35])=[CH:31][C:32]([CH3:34])=[CH:33][C:25]=3[CH3:24])[CH2:10][CH2:11][CH2:12][C@@H:13]3[C@H:8]2[CH2:7][CH2:6][N:5]3[C:3]([O:2][CH3:1])=[O:4])[CH:17]=1. (3) Given the reactants Cl.[C:2]([C:4]1[CH:5]=[C:6]2[C:10](=[CH:11][CH:12]=1)[NH:9][CH:8]=[C:7]2[CH2:13][CH2:14][CH2:15][CH2:16][N:17]1[CH2:22][CH2:21][N:20]([C:23]2[CH:24]=[CH:25][C:26]3[O:30][C:29]([C:31]([O:33]CC)=O)=[CH:28][C:27]=3[CH:36]=2)[CH2:19][CH2:18]1)#[N:3].C([NH2:39])=O.CC[O-].[Na+].O, predict the reaction product. The product is: [CH:12]1[C:4]([C:2]#[N:3])=[CH:5][C:6]2[C:7]([CH2:13][CH2:14][CH2:15][CH2:16][N:17]3[CH2:22][CH2:21][N:20]([C:23]4[CH:24]=[CH:25][C:26]5[O:30][C:29]([C:31]([NH2:39])=[O:33])=[CH:28][C:27]=5[CH:36]=4)[CH2:19][CH2:18]3)=[CH:8][NH:9][C:10]=2[CH:11]=1. (4) Given the reactants [CH3:1][C:2]1[O:6][N:5]=[C:4]([C:7]2[CH:12]=[CH:11][C:10]([NH2:13])=[CH:9][CH:8]=2)[N:3]=1.[CH3:14][O:15][C:16]1[CH:17]=[C:18]([CH:26]=O)[CH:19]=[C:20]2[C:25]=1[O:24][CH2:23][CH2:22][CH2:21]2.C[Si]([C:32]#[N:33])(C)C.C(S([O-])(=O)=O)(F)(F)F.C(S([O-])(=O)=O)(F)(F)F.C(S([O-])(=O)=O)(F)(F)F.[Yb+3], predict the reaction product. The product is: [CH3:14][O:15][C:16]1[CH:17]=[C:18]([CH:26]([NH:13][C:10]2[CH:11]=[CH:12][C:7]([C:4]3[N:3]=[C:2]([CH3:1])[O:6][N:5]=3)=[CH:8][CH:9]=2)[C:32]#[N:33])[CH:19]=[C:20]2[C:25]=1[O:24][CH2:23][CH2:22][CH2:21]2. (5) Given the reactants Cl.[CH:2]([C:5]1[N:10]=[CH:9][C:8]([NH2:11])=[C:7]([NH2:12])[CH:6]=1)([CH3:4])[CH3:3].C[Al](C)C.C1(C)C=CC=CC=1.C[O:25][C:26](=O)[CH2:27][N:28]1[CH:32]=[CH:31][N:30]=[C:29]1[C:33]1[S:34][CH:35]=[CH:36][N:37]=1, predict the reaction product. The product is: [NH2:12][C:7]1[CH:6]=[C:5]([CH:2]([CH3:4])[CH3:3])[N:10]=[CH:9][C:8]=1[NH:11][C:26](=[O:25])[CH2:27][N:28]1[CH:32]=[CH:31][N:30]=[C:29]1[C:33]1[S:34][CH:35]=[CH:36][N:37]=1. (6) Given the reactants [Br:1][C:2]1[CH:3]=[C:4]([NH2:16])[C:5]([NH:8][CH2:9][CH2:10][N:11]2[CH2:15][CH2:14][CH2:13][CH2:12]2)=[CH:6][CH:7]=1.[C:17]([O-])(O)=O.[Na+], predict the reaction product. The product is: [Br:1][C:2]1[CH:7]=[CH:6][C:5]2[N:8]([CH2:9][CH2:10][N:11]3[CH2:12][CH2:13][CH2:14][CH2:15]3)[CH:17]=[N:16][C:4]=2[CH:3]=1. (7) Given the reactants Cl[C:2]1[C:11]2[C:6](=[CH:7][C:8]([C:12]([F:15])([F:14])[F:13])=[CH:9][CH:10]=2)[N:5]=[C:4]([C:16]2[CH:21]=[CH:20][C:19]([Cl:22])=[CH:18][CH:17]=2)[N:3]=1.[CH2:23]([NH2:25])[CH3:24], predict the reaction product. The product is: [Cl:22][C:19]1[CH:20]=[CH:21][C:16]([C:4]2[N:3]=[C:2]([CH2:24][CH2:23][NH2:25])[C:11]3[C:6](=[CH:7][C:8]([C:12]([F:15])([F:13])[F:14])=[CH:9][CH:10]=3)[N:5]=2)=[CH:17][CH:18]=1.